This data is from Reaction yield outcomes from USPTO patents with 853,638 reactions. The task is: Predict the reaction yield, written as a fraction of the theoretical maximum amount of product (1.0 means a 100% yield; for example, 0.34 means a 34% yield). (1) The catalyst is C(O)C.C1COCC1. The yield is 0.880. The product is [Na+:22].[S:12]1[C:13]2[CH:19]=[CH:18][CH:17]=[CH:16][C:14]=2[CH:15]=[C:11]1[CH2:10][C:5]([CH3:9])([C:6]([NH-:8])=[O:7])[C:4]([NH-:3])=[O:20].[Na+:22]. The reactants are C([NH:3][C:4](=[O:20])[C:5]([CH2:10][C:11]1[S:12][C:13]2[CH:19]=[CH:18][CH:17]=[CH:16][C:14]=2[CH:15]=1)([CH3:9])[C:6]([NH2:8])=[O:7])C.[OH-].[Na+:22]. (2) The reactants are [Cl:1][C:2]1[CH:7]=[C:6]([OH:8])[CH:5]=[CH:4][C:3]=1[C:9]1[CH:14]=[CH:13][CH:12]=[C:11]([F:15])[CH:10]=1.S(=O)(=O)(O)O.[I:21]N1C(=O)CCC1=O.O. The catalyst is ClCCl.C(O)(=O)C. The product is [Cl:1][C:2]1[CH:7]=[C:6]([OH:8])[C:5]([I:21])=[CH:4][C:3]=1[C:9]1[CH:14]=[CH:13][CH:12]=[C:11]([F:15])[CH:10]=1. The yield is 0.630. (3) The reactants are [Cl:1][C:2]1[CH:7]=[CH:6][C:5]([C:8]2[N:9]([C:23]3[CH:28]=[CH:27][CH:26]=[CH:25][C:24]=3[F:29])[C:10]([CH2:16][NH:17][CH:18]3[CH2:22][CH2:21][CH2:20][CH2:19]3)=[C:11]([C:13](O)=[O:14])[N:12]=2)=[CH:4][CH:3]=1.C(Cl)CCl.C1C=NC2N(O)N=NC=2C=1.C(N(CC)CC)C. The catalyst is C(Cl)Cl. The product is [Cl:1][C:2]1[CH:7]=[CH:6][C:5]([C:8]2[N:9]([C:23]3[CH:28]=[CH:27][CH:26]=[CH:25][C:24]=3[F:29])[C:10]3[CH2:16][N:17]([CH:18]4[CH2:19][CH2:20][CH2:21][CH2:22]4)[C:13](=[O:14])[C:11]=3[N:12]=2)=[CH:4][CH:3]=1. The yield is 0.730. (4) The reactants are [CH3:1][C:2]1[CH:3]=[CH:4][C:5]2[C:10](=[O:11])[N:9]([CH2:12][C:13]([OH:15])=O)[N:8]=[N:7][C:6]=2[CH:16]=1.[C:17]1([CH3:26])[CH:22]=[CH:21][C:20]([C@@H:23]([NH2:25])[CH3:24])=[CH:19][CH:18]=1. No catalyst specified. The product is [CH3:1][C:2]1[CH:3]=[CH:4][C:5]2[C:10](=[O:11])[N:9]([CH2:12][C:13]([NH:25][C@H:23]([C:20]3[CH:21]=[CH:22][C:17]([CH3:26])=[CH:18][CH:19]=3)[CH3:24])=[O:15])[N:8]=[N:7][C:6]=2[CH:16]=1. The yield is 0.920. (5) The reactants are [CH3:1][N:2]1[CH2:7][CH2:6][N:5]([C:8]2([CH2:15][NH2:16])[CH2:14][CH2:13][CH:12]=[CH:11][O:10][CH2:9]2)[CH2:4][CH2:3]1.CC(O)=O.[CH3:21][N:22]1[C:31]2[C:26](=[CH:27][CH:28]=[CH:29][CH:30]=2)[CH:25]=[C:24]([CH:32]=O)[C:23]1=[O:34].C(O[BH-](OC(=O)C)OC(=O)C)(=O)C.[Na+]. The catalyst is ClCCCl.[OH-].[Na+]. The product is [CH3:21][N:22]1[C:31]2[C:26](=[CH:27][CH:28]=[CH:29][CH:30]=2)[CH:25]=[C:24]([CH2:32][NH:16][CH2:15][C:8]2([N:5]3[CH2:4][CH2:3][N:2]([CH3:1])[CH2:7][CH2:6]3)[CH2:14][CH2:13][CH:12]=[CH:11][O:10][CH2:9]2)[C:23]1=[O:34]. The yield is 0.690. (6) The reactants are [C:1]([NH:18][C@H:19]([C:22]([OH:24])=[O:23])[CH2:20][OH:21])([O:3][CH2:4][CH:5]1[C:17]2[C:12](=[CH:13][CH:14]=[CH:15][CH:16]=2)[C:11]2[C:6]1=[CH:7][CH:8]=[CH:9][CH:10]=2)=[O:2].ClC(Cl)(Cl)C(=N)O[C:29]([CH3:32])([CH3:31])[CH3:30]. The catalyst is CCOC(C)=O.C1CCCCC1. The product is [CH:7]1[C:6]2[CH:5]([CH2:4][O:3][C:1]([NH:18][CH:19]([CH2:20][OH:21])[C:22]([O:24][C:29]([CH3:32])([CH3:31])[CH3:30])=[O:23])=[O:2])[C:17]3[C:12](=[CH:13][CH:14]=[CH:15][CH:16]=3)[C:11]=2[CH:10]=[CH:9][CH:8]=1. The yield is 0.680. (7) The reactants are [O-]P([O-])([O-])=O.[K+].[K+].[K+].[NH2:9][C:10]1[CH:15]=[CH:14][CH:13]=[CH:12][CH:11]=1.I[C:17]1[CH:22]=[CH:21][CH:20]=[CH:19][CH:18]=1.C(O)CO. The catalyst is [Cu]I.CCCCCC.C(OCC)(=O)C.CC(O)C. The product is [C:10]1([NH:9][C:17]2[CH:22]=[CH:21][CH:20]=[CH:19][CH:18]=2)[CH:15]=[CH:14][CH:13]=[CH:12][CH:11]=1. The yield is 0.410. (8) The reactants are [Br:1][C:2]1[CH:3]=[CH:4][C:5]([N:8]2[C:12]([C:13]([O:15][CH2:16]C)=O)=[CH:11][C:10]([CH:18]3[CH2:20][CH2:19]3)=[N:9]2)=[N:6][CH:7]=1.C1(C(=O)CC(=NOC)C(OCC)=[O:28])CC1.COCCO.BrC1C=C[C:45]([NH:48][NH2:49])=NC=1. The catalyst is C(O)(=O)C. The product is [Br:1][C:2]1[CH:3]=[CH:4][C:5]([N:8]2[C:12]([C:13]3[O:15][C:16](=[O:28])[N:48]([CH3:45])[N:49]=3)=[CH:11][C:10]([CH:18]3[CH2:20][CH2:19]3)=[N:9]2)=[N:6][CH:7]=1. The yield is 0.330. (9) The yield is 0.920. The reactants are C([N:8]1[CH2:13][CH2:12][CH:11]([C:14](=[O:23])[CH2:15][C:16]2[CH:21]=[CH:20][CH:19]=[CH:18][C:17]=2[F:22])[CH2:10][CH2:9]1)C1C=CC=CC=1.[Cl:24]CCCl. The catalyst is ClC(OC(Cl)C)=O. The product is [ClH:24].[F:22][C:17]1[CH:18]=[CH:19][CH:20]=[CH:21][C:16]=1[CH2:15][C:14]([CH:11]1[CH2:10][CH2:9][NH:8][CH2:13][CH2:12]1)=[O:23]. (10) The reactants are [CH:1]1([N:6]2[C:11]3[N:12]=[C:13]([NH:17][CH3:18])[N:14]=[C:15]([CH3:16])[C:10]=3[CH:9]=[C:8](B(O)O)[C:7]2=[O:22])[CH2:5][CH2:4][CH2:3][CH2:2]1.Cl.Br[C:25]1[CH:26]=[C:27]([CH:30]=[CH:31][C:32]=1[F:33])[CH2:28][NH2:29].C(=O)([O-])[O-].[K+].[K+]. The catalyst is COCCOC.CCO.[Pd].C1(P(C2C=CC=CC=2)C2C=CC=CC=2)C=CC=CC=1.C1(P(C2C=CC=CC=2)C2C=CC=CC=2)C=CC=CC=1.C1(P(C2C=CC=CC=2)C2C=CC=CC=2)C=CC=CC=1.C1(P(C2C=CC=CC=2)C2C=CC=CC=2)C=CC=CC=1. The product is [NH2:29][CH2:28][C:27]1[CH:26]=[CH:25][C:32]([F:33])=[C:31]([C:8]2[C:7](=[O:22])[N:6]([CH:1]3[CH2:5][CH2:4][CH2:3][CH2:2]3)[C:11]3[N:12]=[C:13]([NH:17][CH3:18])[N:14]=[C:15]([CH3:16])[C:10]=3[CH:9]=2)[CH:30]=1. The yield is 0.433.